From a dataset of Forward reaction prediction with 1.9M reactions from USPTO patents (1976-2016). Predict the product of the given reaction. (1) Given the reactants [Br:1][C:2]1[CH:3]=[C:4]([F:11])[C:5]([OH:10])=[C:6]([CH:9]=1)[CH:7]=[O:8].C(=O)([O-])[O-].[K+].[K+].Br[CH2:19][C:20]([O:22]C)=[O:21], predict the reaction product. The product is: [Br:1][C:2]1[CH:9]=[C:6]([CH:7]=[O:8])[C:5]([O:10][CH2:19][C:20]([OH:22])=[O:21])=[C:4]([F:11])[CH:3]=1. (2) Given the reactants [Li]CCCC.[S:6]1[CH:10]=[CH:9][CH:8]=[CH:7]1.C1C=CC(S(N(S(C2C=CC=CC=2)(=O)=O)[F:21])(=O)=O)=CC=1.[C:31]([O:35][C:36]([N:38]1[CH2:43][CH2:42][CH:41]([CH:44]=[O:45])[CH2:40][CH2:39]1)=[O:37])([CH3:34])([CH3:33])[CH3:32].[NH4+].[Cl-], predict the reaction product. The product is: [C:31]([O:35][C:36]([N:38]1[CH2:43][CH2:42][CH:41]([CH:44]([C:7]2[S:6][C:10]([F:21])=[CH:9][CH:8]=2)[OH:45])[CH2:40][CH2:39]1)=[O:37])([CH3:34])([CH3:33])[CH3:32]. (3) Given the reactants [CH3:1][N:2]1[CH2:10][C:9]2[C:8]([N:11]3[CH2:16][CH2:15][O:14][CH2:13][C@@H:12]3[CH3:17])=[N:7][C:6]([C:18]3[CH:23]=[CH:22][C:21]([NH:24][C:25](=O)[O:26]C4C=CC=CC=4)=[CH:20][CH:19]=3)=[N:5][C:4]=2[CH2:3]1.[F:34][C:35]1[CH:41]=[CH:40][C:38]([NH2:39])=[CH:37][CH:36]=1, predict the reaction product. The product is: [F:34][C:35]1[CH:41]=[CH:40][C:38]([NH:39][C:25]([NH:24][C:21]2[CH:22]=[CH:23][C:18]([C:6]3[N:7]=[C:8]([N:11]4[CH2:16][CH2:15][O:14][CH2:13][C@@H:12]4[CH3:17])[C:9]4[CH2:10][N:2]([CH3:1])[CH2:3][C:4]=4[N:5]=3)=[CH:19][CH:20]=2)=[O:26])=[CH:37][CH:36]=1. (4) The product is: [Cl:1][C:2]1[N:3]=[C:4]([Cl:11])[C:5]2[C:10]([I:15])=[CH:9][NH:8][C:6]=2[N:7]=1. Given the reactants [Cl:1][C:2]1[N:3]=[C:4]([Cl:11])[C:5]2[CH:10]=[CH:9][NH:8][C:6]=2[N:7]=1.C(Cl)Cl.[I:15]N1C(=O)CCC1=O, predict the reaction product. (5) Given the reactants [H-].[Na+].[CH2:3]([C:5]1[C:14]([CH3:15])=[C:13]([OH:16])[C:12]2[C:7](=[CH:8][C:9]([Cl:18])=[C:10]([F:17])[CH:11]=2)[N:6]=1)[CH3:4].[CH2:19]([C:21]1[C:30]([CH3:31])=[C:29]([O:32][C:33](C2CC2)=[O:34])[C:28]2[C:23](=[CH:24][C:25](F)=[C:26]([F:38])[CH:27]=2)[N:22]=1)[CH3:20].C(C1[C:51](C)=[C:50]([O:53][C:54](C2CC2)=[O:55])[C:49]2C(=CC=C(F)C=2F)N=1)C.[OH2:61], predict the reaction product. The product is: [CH2:3]([C:5]1[C:14]([CH3:15])=[C:13]([O:16][C:33]([O:32][CH:29]([CH3:30])[CH3:28])=[O:34])[C:12]2[C:7](=[CH:8][C:9]([Cl:18])=[C:10]([F:17])[CH:11]=2)[N:6]=1)[CH3:4].[CH2:19]([C:21]1[C:30]([CH3:31])=[C:29]([O:61][C:54]([O:53][CH:50]([CH3:51])[CH3:49])=[O:55])[C:28]2[C:23](=[CH:24][CH:25]=[C:26]([F:38])[C:27]=2[Cl:18])[N:22]=1)[CH3:20]. (6) Given the reactants [OH:1][C:2]1[C:7]([O:8][CH3:9])=[CH:6][CH:5]=[CH:4][C:3]=1[C:10]([C:12]1[CH:17]=[CH:16][C:15]([O:18][CH2:19][C:20]2[N:21]=[C:22]([C:26]3[CH:31]=[CH:30][CH:29]=[CH:28][CH:27]=3)[O:23][C:24]=2[CH3:25])=[CH:14][CH:13]=1)=[O:11].O[C@@H:33]([CH3:38])[C:34]([O:36]C)=[O:35].C1(P(C2C=CC=CC=2)C2C=CC=CC=2)C=CC=CC=1.N(C(OCC)=O)=NC(OCC)=O, predict the reaction product. The product is: [CH3:9][O:8][C:7]1[C:2]([O:1][C@H:33]([CH3:38])[C:34]([OH:36])=[O:35])=[C:3]([C:10](=[O:11])[C:12]2[CH:13]=[CH:14][C:15]([O:18][CH2:19][C:20]3[N:21]=[C:22]([C:26]4[CH:31]=[CH:30][CH:29]=[CH:28][CH:27]=4)[O:23][C:24]=3[CH3:25])=[CH:16][CH:17]=2)[CH:4]=[CH:5][CH:6]=1. (7) Given the reactants [H-].[Al+3].[Li+].[H-].[H-].[H-].[OH:7][C:8]([C:11]1[CH:12]=[C:13]([CH:17]=[CH:18][CH:19]=1)[C:14](O)=[O:15])([CH3:10])[CH3:9].Cl, predict the reaction product. The product is: [OH:15][CH2:14][C:13]1[CH:12]=[C:11]([C:8]([OH:7])([CH3:9])[CH3:10])[CH:19]=[CH:18][CH:17]=1.